From a dataset of Catalyst prediction with 721,799 reactions and 888 catalyst types from USPTO. Predict which catalyst facilitates the given reaction. (1) Reactant: [Br:1][CH:2]([CH2:6][CH2:7]Br)[C:3](Cl)=[O:4].[CH:9]1([NH2:15])[CH2:14][CH2:13][CH2:12][CH2:11][CH2:10]1.[OH-].[Na+].[H-].[Na+]. Product: [Br:1][CH:2]1[CH2:6][CH2:7][N:15]([CH:9]2[CH2:14][CH2:13][CH2:12][CH2:11][CH2:10]2)[C:3]1=[O:4]. The catalyst class is: 146. (2) Reactant: [CH3:1][C:2]([CH3:9])([CH3:8])[C:3](=O)[CH2:4][C:5]#[N:6].O1CCCCC1[O:16][CH2:17][CH2:18][O:19][C:20]1[CH:25]=[C:24]([NH:26][NH2:27])[CH:23]=[CH:22][N:21]=1. Product: [NH2:6][C:5]1[N:26]([C:24]2[CH:23]=[CH:22][N:21]=[C:20]([O:19][CH2:18][CH2:17][OH:16])[CH:25]=2)[N:27]=[C:3]([C:2]([CH3:9])([CH3:8])[CH3:1])[CH:4]=1. The catalyst class is: 240. (3) Reactant: [C:1]([C:3]1[CH:4]=[C:5]2[C:9](=[CH:10][CH:11]=1)[NH:8][C:7](=[O:12])[CH2:6]2)#[N:2].[H-].[Na+].Cl[C:16]1[N:21]=[CH:20][C:19]([C:22]([N:24]2[CH2:29][CH2:28][N:27]([CH3:30])[CH2:26][CH2:25]2)=[O:23])=[CH:18][CH:17]=1. Product: [OH:12][C:7]1[NH:8][C:9]2[C:5]([C:6]=1[C:16]1[CH:17]=[CH:18][C:19]([C:22]([N:24]3[CH2:25][CH2:26][N:27]([CH3:30])[CH2:28][CH2:29]3)=[O:23])=[CH:20][N:21]=1)=[CH:4][C:3]([C:1]#[N:2])=[CH:11][CH:10]=2. The catalyst class is: 9.